From a dataset of Forward reaction prediction with 1.9M reactions from USPTO patents (1976-2016). Predict the product of the given reaction. Given the reactants [CH3:1][Si:2]([C:5]#[CH:6])([CH3:4])[CH3:3].[Li]CCCC.C([O:16][C:17]([NH:19][C:20]([CH3:24])([CH3:23])[CH:21]=[O:22])=O)(C)(C)C, predict the reaction product. The product is: [CH3:23][C:20]1([CH3:24])[CH:21]([C:6]#[C:5][Si:2]([CH3:4])([CH3:3])[CH3:1])[O:22][C:17](=[O:16])[NH:19]1.